Dataset: Merck oncology drug combination screen with 23,052 pairs across 39 cell lines. Task: Regression. Given two drug SMILES strings and cell line genomic features, predict the synergy score measuring deviation from expected non-interaction effect. (1) Drug 1: N.N.O=C(O)C1(C(=O)O)CCC1.[Pt]. Drug 2: O=C(CCCCCCC(=O)Nc1ccccc1)NO. Cell line: RPMI7951. Synergy scores: synergy=-4.76. (2) Synergy scores: synergy=6.29. Drug 1: COc1cccc2c1C(=O)c1c(O)c3c(c(O)c1C2=O)CC(O)(C(=O)CO)CC3OC1CC(N)C(O)C(C)O1. Cell line: UWB1289BRCA1. Drug 2: CCN(CC)CCNC(=O)c1c(C)[nH]c(C=C2C(=O)Nc3ccc(F)cc32)c1C.